From a dataset of Reaction yield outcomes from USPTO patents with 853,638 reactions. Predict the reaction yield, written as a fraction of the theoretical maximum amount of product (1.0 means a 100% yield; for example, 0.34 means a 34% yield). (1) The reactants are [NH2:1][C:2]1[N:7]=[CH:6][N:5]=[C:4]2[N:8]([CH:12]([C:14]3[CH:21]=[C:20]([Cl:22])[C:17]([C:18]#[N:19])=[C:16]([CH:23]4[CH2:26][NH:25][CH2:24]4)[C:15]=3[O:27][CH3:28])[CH3:13])[N:9]=[C:10]([CH3:11])[C:3]=12.C(N(CC)CC)C.[C:36](Cl)(=[O:38])[CH3:37]. The catalyst is O1CCCC1.CO. The product is [C:36]([N:25]1[CH2:24][CH:23]([C:16]2[C:15]([O:27][CH3:28])=[C:14]([CH:12]([N:8]3[C:4]4=[N:5][CH:6]=[N:7][C:2]([NH2:1])=[C:3]4[C:10]([CH3:11])=[N:9]3)[CH3:13])[CH:21]=[C:20]([Cl:22])[C:17]=2[C:18]#[N:19])[CH2:26]1)(=[O:38])[CH3:37]. The yield is 0.590. (2) The reactants are [CH3:1][N:2]1[CH:6]=[C:5]([C:7]2[CH:8]=[CH:9][C:10]3[N:11]([C:13]([SH:16])=[N:14][N:15]=3)[CH:12]=2)[CH:4]=[N:3]1.Br[C:18]1[CH:19]=[C:20]2[C:25](=[CH:26][CH:27]=1)[N:24]=[CH:23][CH:22]=[C:21]2[O:28][CH2:29][CH2:30][OH:31].C1(P(C2C=CC=CC=2)C2C3OC4C(=CC=CC=4P(C4C=CC=CC=4)C4C=CC=CC=4)C(C)(C)C=3C=CC=2)C=CC=CC=1.C(N(CC)C(C)C)(C)C. The catalyst is CN(C)C=O. The product is [CH3:1][N:2]1[CH:6]=[C:5]([C:7]2[CH:8]=[CH:9][C:10]3[N:11]([C:13]([S:16][C:18]4[CH:19]=[C:20]5[C:25](=[CH:26][CH:27]=4)[N:24]=[CH:23][CH:22]=[C:21]5[O:28][CH2:29][CH2:30][OH:31])=[N:14][N:15]=3)[CH:12]=2)[CH:4]=[N:3]1. The yield is 0.100. (3) The reactants are [NH2:1][C:2]1[N:7]=[C:6]([C:8]2[CH:13]=[CH:12][C:11]([C:14]([CH3:18])([CH3:17])[C:15]#[N:16])=[CH:10][CH:9]=2)[CH:5]=[N:4][CH:3]=1.Cl.[NH2:20]O.C([N:25]([CH:28](C)C)CC)(C)C. The catalyst is O1CCCC1. The product is [NH2:20][C:28]1[N:1]=[C:2]2[CH:3]=[N:4][CH:5]=[C:6]([C:8]3[CH:9]=[CH:10][C:11]([C:14]([CH3:18])([CH3:17])[C:15]#[N:16])=[CH:12][CH:13]=3)[N:7]2[N:25]=1. The yield is 0.200. (4) The reactants are [F:1][C:2]1[CH:3]=[C:4]([C:8]2[N:13]=[C:12]([CH3:14])[C:11]([C:15](Cl)=[O:16])=[CH:10][N:9]=2)[CH:5]=[CH:6][CH:7]=1.[F:18][C:19]1[CH:20]=[C:21]2[C:25](=[CH:26][CH:27]=1)[N:24]([NH2:28])[CH:23]=[CH:22]2.C([O-])([O-])=O.[K+].[K+]. The catalyst is CCOC(C)=O.O. The product is [F:18][C:19]1[CH:20]=[C:21]2[C:25](=[CH:26][CH:27]=1)[N:24]([NH:28][C:15]([C:11]1[C:12]([CH3:14])=[N:13][C:8]([C:4]3[CH:5]=[CH:6][CH:7]=[C:2]([F:1])[CH:3]=3)=[N:9][CH:10]=1)=[O:16])[CH:23]=[CH:22]2. The yield is 0.170. (5) The reactants are Cl[CH2:2][C:3]1[O:4][C:5]([C:8]2[CH:13]=[CH:12][C:11]([Cl:14])=[CH:10][CH:9]=2)=[N:6][N:7]=1.[CH2:15]([NH:22][C:23]([C:25]1[S:29][C:28]([N:30]2[CH:35]=[CH:34][C:33]([OH:36])=[CH:32][C:31]2=[O:37])=[N:27][C:26]=1[CH3:38])=[O:24])[C:16]1[CH:21]=[CH:20][CH:19]=[CH:18][CH:17]=1. No catalyst specified. The product is [CH2:15]([NH:22][C:23]([C:25]1[S:29][C:28]([N:30]2[CH:35]=[CH:34][C:33]([O:36][CH2:2][C:3]3[O:4][C:5]([C:8]4[CH:13]=[CH:12][C:11]([Cl:14])=[CH:10][CH:9]=4)=[N:6][N:7]=3)=[CH:32][C:31]2=[O:37])=[N:27][C:26]=1[CH3:38])=[O:24])[C:16]1[CH:21]=[CH:20][CH:19]=[CH:18][CH:17]=1. The yield is 0.320. (6) The reactants are [C:1]([N:4]1[CH2:8][CH2:7][C:6]2([C:16]3[C:11](=[CH:12][CH:13]=[C:14]([Cl:17])[CH:15]=3)[N:10]([C:18]([NH:20][C:21]3[S:22][C:23]([S:26][CH2:27][CH2:28][CH2:29][N:30]4C(=O)C5C(=CC=CC=5)C4=O)=[CH:24][N:25]=3)=[O:19])[CH2:9]2)[CH2:5]1)(=[O:3])[CH3:2].O.NN. The catalyst is C(O)C. The product is [C:1]([N:4]1[CH2:8][CH2:7][C:6]2([C:16]3[C:11](=[CH:12][CH:13]=[C:14]([Cl:17])[CH:15]=3)[N:10]([C:18]([NH:20][C:21]3[S:22][C:23]([S:26][CH2:27][CH2:28][CH2:29][NH2:30])=[CH:24][N:25]=3)=[O:19])[CH2:9]2)[CH2:5]1)(=[O:3])[CH3:2]. The yield is 0.770. (7) The reactants are [F:1][C:2]1[CH:7]=[CH:6][C:5]([F:8])=[CH:4][C:3]=1/[CH:9]=[CH:10]/[CH2:11][NH:12][CH:13]1[CH2:18][CH2:17][N:16]([CH2:19][CH2:20][N:21]2[C:26]3[CH:27]=[C:28]([C:31]#[N:32])[CH:29]=[CH:30][C:25]=3[O:24][CH2:23][C:22]2=[O:33])[CH2:15][CH2:14]1.[N+](=[CH:36][C:37]([O:39][CH2:40][CH3:41])=[O:38])=[N-]. The catalyst is ClCCl.C([O-])(=O)C.[Rh+2].C([O-])(=O)C. The product is [C:31]([C:28]1[CH:29]=[CH:30][C:25]2[O:24][CH2:23][C:22](=[O:33])[N:21]([CH2:20][CH2:19][N:16]3[CH2:17][CH2:18][CH:13]([N:12]([CH2:11]/[CH:10]=[CH:9]/[C:3]4[CH:4]=[C:5]([F:8])[CH:6]=[CH:7][C:2]=4[F:1])[CH2:36][C:37]([O:39][CH2:40][CH3:41])=[O:38])[CH2:14][CH2:15]3)[C:26]=2[CH:27]=1)#[N:32]. The yield is 0.0500.